From a dataset of Catalyst prediction with 721,799 reactions and 888 catalyst types from USPTO. Predict which catalyst facilitates the given reaction. (1) Reactant: [C:1]([O:5][C:6]([N:8]1[CH2:13][CH2:12][N:11]([C:14]2[C:36]([F:37])=[CH:35][C:17]3[N:18]=[C:19]([C:21]4[C:25]([N+:26]([O-])=O)=[CH:24][N:23]([CH:29]5[CH2:34][CH2:33][CH2:32][CH2:31][O:30]5)[N:22]=4)[NH:20][C:16]=3[CH:15]=2)[CH2:10][CH2:9]1)=[O:7])([CH3:4])([CH3:3])[CH3:2].[H][H]. Product: [C:1]([O:5][C:6]([N:8]1[CH2:13][CH2:12][N:11]([C:14]2[C:36]([F:37])=[CH:35][C:17]3[N:18]=[C:19]([C:21]4[C:25]([NH2:26])=[CH:24][N:23]([CH:29]5[CH2:34][CH2:33][CH2:32][CH2:31][O:30]5)[N:22]=4)[NH:20][C:16]=3[CH:15]=2)[CH2:10][CH2:9]1)=[O:7])([CH3:4])([CH3:2])[CH3:3]. The catalyst class is: 19. (2) Reactant: Br[C:2]1[CH:3]=[N:4][CH:5]=[CH:6][CH:7]=1.C([Li])CCC.CCCCCC.[O:19]=[C:20]1[CH2:25][CH2:24][N:23]([C:26]([O:28][CH2:29][C:30]2[CH:35]=[CH:34][CH:33]=[CH:32][CH:31]=2)=[O:27])[CH2:22][CH2:21]1. Product: [OH:19][C:20]1([C:2]2[CH:3]=[N:4][CH:5]=[CH:6][CH:7]=2)[CH2:21][CH2:22][N:23]([C:26]([O:28][CH2:29][C:30]2[CH:35]=[CH:34][CH:33]=[CH:32][CH:31]=2)=[O:27])[CH2:24][CH2:25]1. The catalyst class is: 385.